From a dataset of Peptide-MHC class I binding affinity with 185,985 pairs from IEDB/IMGT. Regression. Given a peptide amino acid sequence and an MHC pseudo amino acid sequence, predict their binding affinity value. This is MHC class I binding data. (1) The binding affinity (normalized) is 0.0847. The MHC is HLA-B44:02 with pseudo-sequence HLA-B44:02. The peptide sequence is AFDWPELEF. (2) The peptide sequence is TMHQDVATF. The MHC is HLA-A30:02 with pseudo-sequence HLA-A30:02. The binding affinity (normalized) is 0.213. (3) The peptide sequence is LERPLAVQL. The MHC is HLA-A66:01 with pseudo-sequence HLA-A66:01. The binding affinity (normalized) is 0.213. (4) The peptide sequence is EFKSRFFVM. The MHC is HLA-B48:01 with pseudo-sequence HLA-B48:01. The binding affinity (normalized) is 0.0847. (5) The peptide sequence is IFRRDQIWF. The MHC is HLA-B08:03 with pseudo-sequence HLA-B08:03. The binding affinity (normalized) is 0.0847. (6) The peptide sequence is QPTPLSPPL. The MHC is Patr-A0701 with pseudo-sequence Patr-A0701. The binding affinity (normalized) is 0. (7) The peptide sequence is RHRILDMYL. The MHC is Mamu-B03 with pseudo-sequence Mamu-B03. The binding affinity (normalized) is 0.385.